This data is from Reaction yield outcomes from USPTO patents with 853,638 reactions. The task is: Predict the reaction yield, written as a fraction of the theoretical maximum amount of product (1.0 means a 100% yield; for example, 0.34 means a 34% yield). (1) The reactants are [C:1]1([CH3:9])[CH:6]=[CH:5][CH:4]=[CH:3][C:2]=1[NH:7]N.O=[C:11]([CH2:15][CH3:16])[C:12]([OH:14])=[O:13].[CH2:17](O)[CH3:18]. No catalyst specified. The product is [CH3:16][C:15]1[C:3]2[C:2](=[C:1]([CH3:9])[CH:6]=[CH:5][CH:4]=2)[NH:7][C:11]=1[C:12]([O:14][CH2:17][CH3:18])=[O:13]. The yield is 0.270. (2) The reactants are FC(F)(F)COP([CH2:13][C:14]([O:16][CH3:17])=[O:15])(=O)OCC(F)(F)F.[I-].[Na+].N12CCCN=C1CCCCC2.[Br:33][C:34]1[CH:44]=[C:43]([F:45])[C:37]([O:38][C@H:39]([CH3:42])[CH:40]=O)=[C:36]([F:46])[CH:35]=1.[Cl-].[NH4+]. The catalyst is C1COCC1. The product is [Br:33][C:34]1[CH:44]=[C:43]([F:45])[C:37]([O:38][C@H:39]([CH3:40])/[CH:42]=[CH:13]\[C:14]([O:16][CH3:17])=[O:15])=[C:36]([F:46])[CH:35]=1. The yield is 0.580. (3) The reactants are Br[C:2]1[S:3][CH:4]=[C:5]([CH2:7][O:8][N:9]2[C:17](=[O:18])[C:16]3[C:11](=[CH:12][CH:13]=[CH:14][CH:15]=3)[C:10]2=[O:19])[N:6]=1.[CH:20]#[C:21][CH2:22][CH2:23][CH2:24][CH3:25].C(N(CC)CC)C. The catalyst is O1CCCC1.C1(P(C2C=CC=CC=2)C2C=CC=CC=2)C=CC=CC=1.C1(P(C2C=CC=CC=2)C2C=CC=CC=2)C=CC=CC=1.C1(P(C2C=CC=CC=2)C2C=CC=CC=2)C=CC=CC=1.C1(P(C2C=CC=CC=2)C2C=CC=CC=2)C=CC=CC=1.[Pd].[Cu](I)I. The product is [C:20]([C:2]1[S:3][CH:4]=[C:5]([CH2:7][O:8][N:9]2[C:17](=[O:18])[C:16]3[C:11](=[CH:12][CH:13]=[CH:14][CH:15]=3)[C:10]2=[O:19])[N:6]=1)#[C:21][CH2:22][CH2:23][CH2:24][CH3:25]. The yield is 0.590. (4) The reactants are [O-:1][C:2]#[N:3].[Na+].[NH2:5][C:6]1[CH:10]=[CH:9][S:8][C:7]=1[C:11]([O:13]C)=O. The catalyst is O.C(O)(=O)C. The product is [NH:5]1[C:6]2[CH:10]=[CH:9][S:8][C:7]=2[C:11](=[O:13])[NH:3][C:2]1=[O:1]. The yield is 0.810. (5) The reactants are [ClH:1].[S:2]1[C:6]2[CH:7]=[C:8]([N:11]3[CH2:15][CH2:14][N:13]([C:16]4[CH:17]=[N:18][CH:19]=[CH:20][C:21]=4[NH:22]C(=O)C)[C:12]3=[O:26])[CH:9]=[CH:10][C:5]=2[N:4]=[CH:3]1.CO. The catalyst is C(O)C.C(Cl)(Cl)Cl. The product is [ClH:1].[NH2:22][C:21]1[CH:20]=[CH:19][N:18]=[CH:17][C:16]=1[N:13]1[CH2:14][CH2:15][N:11]([C:8]2[CH:9]=[CH:10][C:5]3[N:4]=[CH:3][S:2][C:6]=3[CH:7]=2)[C:12]1=[O:26]. The yield is 0.290.